From a dataset of CYP2D6 substrate classification data from Carbon-Mangels et al.. Regression/Classification. Given a drug SMILES string, predict its absorption, distribution, metabolism, or excretion properties. Task type varies by dataset: regression for continuous measurements (e.g., permeability, clearance, half-life) or binary classification for categorical outcomes (e.g., BBB penetration, CYP inhibition). Dataset: cyp2d6_substrate_carbonmangels. (1) The drug is CCN(CC)c1cc(C)nc2ncnn12. The result is 0 (non-substrate). (2) The result is 1 (substrate). The molecule is CCOc1ccc(NC(C)=O)cc1. (3) The molecule is COCCOC(=O)C1=C(C)NC(C)=C(C(=O)OC(C)C)[C@@H]1c1cccc([N+](=O)[O-])c1. The result is 0 (non-substrate). (4) The molecule is CCN(CC)C(=O)/C(C#N)=C\c1cc(O)c(O)c([N+](=O)[O-])c1. The result is 0 (non-substrate). (5) The molecule is Cn1cnc2c1c(=O)[nH]c(=O)n2C. The result is 0 (non-substrate). (6) The drug is CC(C)C[C@H](N(C)C)C1(c2ccc(Cl)cc2)CCC1. The result is 0 (non-substrate). (7) The compound is Cc1cc(Cl)c(S(N)(=O)=O)cc1S(N)(=O)=O. The result is 0 (non-substrate). (8) The molecule is CC[C@]1(c2ccc(N)cc2)CCC(=O)NC1=O. The result is 0 (non-substrate). (9) The drug is O=C(NC1CCN(CCc2c[nH]c3ccccc23)CC1)c1ccccc1. The result is 1 (substrate).